This data is from Forward reaction prediction with 1.9M reactions from USPTO patents (1976-2016). The task is: Predict the product of the given reaction. (1) Given the reactants Cl[CH2:2][C:3]1[CH:7]=[C:6]([CH3:8])[O:5][N:4]=1.[O:9]1[CH:13]=[CH:12][CH:11]=[C:10]1[C:14]1[CH:30]=[C:17]2[N:18]=[C:19]([NH:23][CH2:24][CH:25]3[CH2:29][CH2:28][CH2:27][NH:26]3)[N:20]=[C:21]([NH2:22])[N:16]2[N:15]=1.CCN(CC)CC, predict the reaction product. The product is: [O:9]1[CH:13]=[CH:12][CH:11]=[C:10]1[C:14]1[CH:30]=[C:17]2[N:18]=[C:19]([NH:23][CH2:24][CH:25]3[CH2:29][CH2:28][CH2:27][N:26]3[CH2:2][C:3]3[CH:7]=[C:6]([CH3:8])[O:5][N:4]=3)[N:20]=[C:21]([NH2:22])[N:16]2[N:15]=1. (2) Given the reactants [CH3:1][O:2][C:3]1[CH:12]=[C:11]2[C:6]([CH2:7][C:8](=O)[CH2:9][O:10]2)=[CH:5][CH:4]=1.[CH2:14]([NH2:17])[CH2:15][CH3:16].C(O)(=O)C.C(O[BH-](OC(=O)C)OC(=O)C)(=O)C.[Na+].[OH-].[Na+], predict the reaction product. The product is: [CH3:1][O:2][C:3]1[CH:12]=[C:11]2[C:6]([CH2:7][CH:8]([NH:17][CH2:14][CH2:15][CH3:16])[CH2:9][O:10]2)=[CH:5][CH:4]=1. (3) The product is: [Cl:1][C:2]1[CH:3]=[CH:4][CH:5]=[C:6]2[C:10]=1[N:9]([CH3:11])[CH:8]=[C:7]2[CH2:12][N:13]([CH3:30])[C:14](=[O:29])/[CH:15]=[CH:16]/[C:17]1[CH:18]=[N:19][C:20]([NH:23][CH2:24][C:25]([NH:36][CH3:35])=[O:27])=[CH:21][CH:22]=1. Given the reactants [Cl:1][C:2]1[CH:3]=[CH:4][CH:5]=[C:6]2[C:10]=1[N:9]([CH3:11])[CH:8]=[C:7]2[CH2:12][N:13]([CH3:30])[C:14](=[O:29])/[CH:15]=[CH:16]/[C:17]1[CH:18]=[N:19][C:20]([NH:23][CH2:24][C:25]([O:27]C)=O)=[CH:21][CH:22]=1.COC([CH2:35][NH:36]C1N=CC(/C=C/C(N(C)CC2C3C(=CC=CC=3)NC=2C)=O)=CC=1)=O, predict the reaction product. (4) Given the reactants [B-](F)(F)(F)F.N#[O+].[NH2:8][C:9]1[N:14]=[C:13]([C:15]2[CH:20]=[CH:19][C:18](N)=[CH:17][CH:16]=2)[N:12]=[C:11]([C:22]([O:24][CH3:25])=[O:23])[C:10]=1[CH:26]=[CH2:27].[I-:28].[Na+].[O-]S([O-])=O.[Na+].[Na+], predict the reaction product. The product is: [NH2:8][C:9]1[N:14]=[C:13]([C:15]2[CH:20]=[CH:19][C:18]([I:28])=[CH:17][CH:16]=2)[N:12]=[C:11]([C:22]([O:24][CH3:25])=[O:23])[C:10]=1[CH:26]=[CH2:27]. (5) Given the reactants C(OC([N:7]1[CH2:11][CH:10]=[C:9]([C:12]2[N:13]=[C:14]([S:17][C:18]3[C@H:24]([CH3:25])[C@H:23]4[N:20]([C:21](=[O:29])[C@@H:22]4[C@H:26]([OH:28])[CH3:27])[C:19]=3[C:30]([O:32]CC=C)=[O:31])[S:15][CH:16]=2)[C@H:8]1[CH2:36][OH:37])=O)C=C.C(O)(=O)C.C([SnH](CCCC)CCCC)CCC.P([O-])([O-])([O-])=O, predict the reaction product. The product is: [OH:28][C@@H:26]([C@H:22]1[C:21](=[O:29])[N:20]2[C@@H:23]1[C@@H:24]([CH3:25])[C:18]([S:17][C:14]1[S:15][CH:16]=[C:12]([C:9]3[C@@H:8]([CH2:36][OH:37])[NH:7][CH2:11][CH:10]=3)[N:13]=1)=[C:19]2[C:30]([OH:32])=[O:31])[CH3:27]. (6) Given the reactants [CH:1]([C:4]1[N:8]=[C:7]([N:9]2[CH2:14][CH2:13][CH:12]([CH2:15][CH2:16][CH2:17][O:18][C:19]3[CH:20]=[CH:21][C:22]([C:25]([O:27]C)=[O:26])=[N:23][CH:24]=3)[CH2:11][CH2:10]2)[O:6][N:5]=1)([CH3:3])[CH3:2].O[Li].O.CO, predict the reaction product. The product is: [CH:1]([C:4]1[N:8]=[C:7]([N:9]2[CH2:10][CH2:11][CH:12]([CH2:15][CH2:16][CH2:17][O:18][C:19]3[CH:20]=[CH:21][C:22]([C:25]([OH:27])=[O:26])=[N:23][CH:24]=3)[CH2:13][CH2:14]2)[O:6][N:5]=1)([CH3:3])[CH3:2]. (7) The product is: [CH:17]1([NH:16][C:14](=[O:15])[C:13]2[CH:20]=[CH:21][C:22]([CH3:23])=[C:11]([C:9]3[S:8][C:7]4=[C:2]([N:26]5[CH2:27][CH2:28][O:29][CH2:30][C@@H:25]5[CH3:24])[N:3]=[N:4][CH:5]=[C:6]4[CH:10]=3)[CH:12]=2)[CH2:19][CH2:18]1. Given the reactants Cl[C:2]1[N:3]=[N:4][CH:5]=[C:6]2[CH:10]=[C:9]([C:11]3[CH:12]=[C:13]([CH:20]=[CH:21][C:22]=3[CH3:23])[C:14]([NH:16][CH:17]3[CH2:19][CH2:18]3)=[O:15])[S:8][C:7]=12.[CH3:24][C@H:25]1[CH2:30][O:29][CH2:28][CH2:27][NH:26]1, predict the reaction product. (8) Given the reactants [CH2:1](/[C:3](=[CH:9]/O)/[C:4](OCC)=[O:5])[CH3:2].C([O-])([O-])=O.[K+].[K+].[C:17](=[NH:40])([O:19][CH2:20][CH2:21][C:22]1[CH:27]=[CH:26][C:25]([O:28][C:29]2[CH:34]=[CH:33][C:32]([Cl:35])=[C:31]([C:36]([F:39])([F:38])[F:37])[CH:30]=2)=[CH:24][CH:23]=1)[NH2:18], predict the reaction product. The product is: [Cl:35][C:32]1[CH:33]=[CH:34][C:29]([O:28][C:25]2[CH:24]=[CH:23][C:22]([CH2:21][CH2:20][O:19][C:17]3[NH:18][CH:9]=[C:3]([CH2:1][CH3:2])[C:4](=[O:5])[N:40]=3)=[CH:27][CH:26]=2)=[CH:30][C:31]=1[C:36]([F:39])([F:38])[F:37]. (9) Given the reactants [Cl:1][C:2]1[C:3]([CH2:8][NH:9][C:10]([C@H:12]2[CH2:17][N:16]3[C:18](=[O:23])[O:19][C:20]([CH3:22])([CH3:21])[C@@H:15]3[CH2:14][CH2:13]2)=O)=[N:4][CH:5]=[CH:6][N:7]=1.O=P(Cl)(Cl)Cl.C([O-])(O)=O.[Na+], predict the reaction product. The product is: [Cl:1][C:2]1[C:3]2[N:4]([C:10]([C@H:12]3[CH2:17][N:16]4[C:18](=[O:23])[O:19][C:20]([CH3:22])([CH3:21])[C@@H:15]4[CH2:14][CH2:13]3)=[N:9][CH:8]=2)[CH:5]=[CH:6][N:7]=1.